This data is from Peptide-MHC class I binding affinity with 185,985 pairs from IEDB/IMGT. The task is: Regression. Given a peptide amino acid sequence and an MHC pseudo amino acid sequence, predict their binding affinity value. This is MHC class I binding data. The peptide sequence is ETKRNIARHL. The MHC is HLA-A02:03 with pseudo-sequence HLA-A02:03. The binding affinity (normalized) is 0.129.